Predict the reaction yield, written as a fraction of the theoretical maximum amount of product (1.0 means a 100% yield; for example, 0.34 means a 34% yield). From a dataset of Reaction yield outcomes from USPTO patents with 853,638 reactions. (1) The reactants are [OH:1][C:2]1[CH:3]=[C:4]2[C:9](=[CH:10][CH:11]=1)[CH:8]=[C:7]([C:12]1[C:20]3[C:15](=[CH:16][CH:17]=[C:18]([C:21]#[N:22])[CH:19]=3)[N:14]([CH:23]3[CH2:28][CH2:27][CH2:26][CH2:25][O:24]3)[N:13]=1)[CH:6]=[CH:5]2.[OH-].[Na+].C1COCC1.Cl[CH:37]([F:39])[F:38]. The catalyst is O. The product is [F:38][CH:37]([F:39])[O:1][C:2]1[CH:3]=[C:4]2[C:9](=[CH:10][CH:11]=1)[CH:8]=[C:7]([C:12]1[C:20]3[C:15](=[CH:16][CH:17]=[C:18]([C:21]#[N:22])[CH:19]=3)[N:14]([CH:23]3[CH2:28][CH2:27][CH2:26][CH2:25][O:24]3)[N:13]=1)[CH:6]=[CH:5]2. The yield is 0.270. (2) The reactants are Cl[C:2]1[C:11]2[C:6](=[CH:7][C:8]([O:14][CH2:15][CH2:16][CH2:17][N:18]3[CH2:22][CH2:21][CH2:20][CH2:19]3)=[C:9]([O:12][CH3:13])[CH:10]=2)[N:5]=[CH:4][N:3]=1.[OH:23][C:24]1[CH:32]=[C:31]2[C:27]([CH:28]=[C:29]([CH3:33])[NH:30]2)=[CH:26][CH:25]=1. The yield is 0.850. No catalyst specified. The product is [CH3:13][O:12][C:9]1[CH:10]=[C:11]2[C:6](=[CH:7][C:8]=1[O:14][CH2:15][CH2:16][CH2:17][N:18]1[CH2:22][CH2:21][CH2:20][CH2:19]1)[N:5]=[CH:4][N:3]=[C:2]2[O:23][C:24]1[CH:32]=[C:31]2[C:27]([CH:28]=[C:29]([CH3:33])[NH:30]2)=[CH:26][CH:25]=1. (3) The reactants are [CH3:1][N:2]([CH3:32])[C:3]([C:5]1[C:6]([NH:25][CH:26]2[CH2:31][CH2:30][O:29][CH2:28][CH2:27]2)=[C:7]2[C:20]([CH3:21])=[N:19][N:18]([CH:22]([CH3:24])[CH3:23])[C:8]2=[N:9][C:10]=1[C:11]1[CH:16]=[CH:15][CH:14]=[C:13]([OH:17])[CH:12]=1)=[O:4].C([O-])([O-])=O.[K+].[K+].Cl[CH2:40][CH:41]1[CH2:43][O:42]1.O. The catalyst is CC#N. The product is [CH3:32][N:2]([CH3:1])[C:3]([C:5]1[C:6]([NH:25][CH:26]2[CH2:31][CH2:30][O:29][CH2:28][CH2:27]2)=[C:7]2[C:20]([CH3:21])=[N:19][N:18]([CH:22]([CH3:24])[CH3:23])[C:8]2=[N:9][C:10]=1[C:11]1[CH:16]=[CH:15][CH:14]=[C:13]([O:17][CH2:40][CH:41]2[CH2:43][O:42]2)[CH:12]=1)=[O:4]. The yield is 1.00. (4) The reactants are [CH3:1][C@@H:2]1[CH2:6][CH2:5][C:4](=C(C)C)[CH:3]1[C:10]([O:12][CH2:13][CH3:14])=[O:11].C(=O)=[O:16].C(O)(C)C. The catalyst is C(OCC)(=O)C. The product is [CH3:1][C@@H:2]1[CH2:6][CH2:5][C:4](=[O:16])[CH:3]1[C:10]([O:12][CH2:13][CH3:14])=[O:11]. The yield is 0.960.